Dataset: Peptide-MHC class I binding affinity with 185,985 pairs from IEDB/IMGT. Task: Regression. Given a peptide amino acid sequence and an MHC pseudo amino acid sequence, predict their binding affinity value. This is MHC class I binding data. (1) The MHC is HLA-A68:02 with pseudo-sequence HLA-A68:02. The binding affinity (normalized) is 0.141. The peptide sequence is EMKINRQIL. (2) The peptide sequence is SRKASNTIL. The MHC is HLA-A69:01 with pseudo-sequence HLA-A69:01. The binding affinity (normalized) is 0.0847. (3) The peptide sequence is RERIRYFHY. The MHC is HLA-B27:05 with pseudo-sequence HLA-B27:05. The binding affinity (normalized) is 0.0847.